Dataset: Full USPTO retrosynthesis dataset with 1.9M reactions from patents (1976-2016). Task: Predict the reactants needed to synthesize the given product. (1) Given the product [OH:3][CH:1]([C:4]1[CH:5]=[CH:6][C:7]([O:8][CH2:9][CH2:10][O:11][C:12](=[O:16])[C:13]([CH3:15])=[CH2:14])=[CH:17][CH:18]=1)[CH3:2], predict the reactants needed to synthesize it. The reactants are: [C:1]([C:4]1[CH:18]=[CH:17][C:7]([O:8][CH2:9][CH2:10][O:11][C:12](=[O:16])[C:13]([CH3:15])=[CH2:14])=[CH:6][CH:5]=1)(=[O:3])[CH3:2].B.[Na]. (2) Given the product [CH3:34][N:35]([CH3:36])[C:24]([C:7]1[C:8]2[C:9](=[N:10][C:11]([NH:14][C:15](=[O:23])[C:16]3[CH:21]=[CH:20][C:19]([CH3:22])=[CH:18][CH:17]=3)=[CH:12][CH:13]=2)[N:5]([C:1]([CH3:3])([CH3:4])[CH3:2])[CH:6]=1)=[O:25], predict the reactants needed to synthesize it. The reactants are: [C:1]([N:5]1[C:9]2=[N:10][C:11]([NH:14][C:15](=[O:23])[C:16]3[CH:21]=[CH:20][C:19]([CH3:22])=[CH:18][CH:17]=3)=[CH:12][CH:13]=[C:8]2[C:7]([C:24](O)=[O:25])=[CH:6]1)([CH3:4])([CH3:3])[CH3:2].F[P-](F)(F)(F)(F)F.[CH3:34][N+:35](C)=[C:36](N(C)C)ON1C2N=CC=CC=2N=N1.C(N(CC)CC)C. (3) Given the product [Cl:1][C:2]1[CH:3]=[C:4]([N:27]([CH2:37][CH3:38])[C@H:28]2[CH2:29][CH2:30][C@H:31]([N:34]([CH3:36])[CH3:35])[CH2:32][CH2:33]2)[C:5]([CH3:26])=[C:6]([CH:25]=1)[C:7]([NH:9][CH2:10][C:11]1[C:12](=[O:23])[NH:13][N:14]([CH3:22])[C:15]=1[N:16]1[CH2:17][CH2:18][CH2:19][CH2:20][CH2:21]1)=[O:8], predict the reactants needed to synthesize it. The reactants are: [Cl:1][C:2]1[CH:3]=[C:4]([N:27]([CH2:37][CH3:38])[C@H:28]2[CH2:33][CH2:32][C@H:31]([N:34]([CH3:36])[CH3:35])[CH2:30][CH2:29]2)[C:5]([CH3:26])=[C:6]([CH:25]=1)[C:7]([NH:9][CH2:10][C:11]1[C:12]([O:23]C)=[N:13][N:14]([CH3:22])[C:15]=1[N:16]1[CH2:21][CH2:20][CH2:19][CH2:18][CH2:17]1)=[O:8].B(Br)(Br)Br. (4) Given the product [Br:1][C:2]1[C:3](=[O:17])[NH:4][C:5](=[O:16])[N:6]([CH2:8][CH2:9][C:10]2[CH:15]=[CH:14][CH:13]=[CH:12][C:11]=2[Cl:18])[N:7]=1, predict the reactants needed to synthesize it. The reactants are: [Br:1][C:2]1[C:3](=[O:17])[NH:4][C:5](=[O:16])[N:6]([CH2:8][CH2:9][C:10]2[CH:15]=[CH:14][CH:13]=[CH:12][CH:11]=2)[N:7]=1.[Cl:18]C1C=CC=CC=1CCI.C(I)CC1C=CC=CC=1.